Dataset: Forward reaction prediction with 1.9M reactions from USPTO patents (1976-2016). Task: Predict the product of the given reaction. Given the reactants Cl.Cl[CH2:3][C:4]1[N:8]2[CH:9]=[CH:10][CH:11]=[CH:12][C:7]2=[N:6][C:5]=1[C:13]1[CH:18]=[CH:17][C:16]([Cl:19])=[CH:15][CH:14]=1.[N:20]1[NH:21][C:22](=[O:29])[N:23]2[CH:28]=[CH:27][CH:26]=[CH:25][C:24]=12, predict the reaction product. The product is: [Cl:19][C:16]1[CH:17]=[CH:18][C:13]([C:5]2[N:6]=[C:7]3[CH:12]=[CH:11][CH:10]=[CH:9][N:8]3[C:4]=2[CH2:3][N:21]2[C:22](=[O:29])[N:23]3[CH:28]=[CH:27][CH:26]=[CH:25][C:24]3=[N:20]2)=[CH:14][CH:15]=1.